Dataset: Forward reaction prediction with 1.9M reactions from USPTO patents (1976-2016). Task: Predict the product of the given reaction. (1) Given the reactants [C:1]([O:5][C:6](=[O:15])[NH:7][CH:8]1[CH2:13][CH2:12][CH:11]([NH2:14])[CH2:10][CH2:9]1)([CH3:4])([CH3:3])[CH3:2].C(N(CC)CC)C.[CH3:23][S:24](Cl)(=[O:26])=[O:25], predict the reaction product. The product is: [C:1]([O:5][C:6](=[O:15])[NH:7][CH:8]1[CH2:9][CH2:10][CH:11]([NH:14][S:24]([CH3:23])(=[O:26])=[O:25])[CH2:12][CH2:13]1)([CH3:4])([CH3:2])[CH3:3]. (2) Given the reactants CO[C:3]([C:5]1[C:6]([OH:30])=[C:7]2[C:12](=[CH:13][N:14]=1)[N:11]([C@H:15]([C:17]1[CH:22]=[CH:21][CH:20]=[CH:19][CH:18]=1)[CH3:16])[C:10](=[O:23])[C:9]([C:24]1[CH:29]=[CH:28][CH:27]=[CH:26][CH:25]=1)=[CH:8]2)=[O:4].[NH2:31][CH2:32][CH2:33][CH2:34][C:35]([OH:37])=[O:36].C[O-].[Na+], predict the reaction product. The product is: [OH:30][C:6]1[C:5]([C:3]([NH:31][CH2:32][CH2:33][CH2:34][C:35]([OH:37])=[O:36])=[O:4])=[N:14][CH:13]=[C:12]2[C:7]=1[CH:8]=[C:9]([C:24]1[CH:25]=[CH:26][CH:27]=[CH:28][CH:29]=1)[C:10](=[O:23])[N:11]2[C@H:15]([C:17]1[CH:22]=[CH:21][CH:20]=[CH:19][CH:18]=1)[CH3:16].